Task: Regression. Given two drug SMILES strings and cell line genomic features, predict the synergy score measuring deviation from expected non-interaction effect.. Dataset: NCI-60 drug combinations with 297,098 pairs across 59 cell lines (1) Drug 1: CC1C(C(CC(O1)OC2CC(CC3=C2C(=C4C(=C3O)C(=O)C5=C(C4=O)C(=CC=C5)OC)O)(C(=O)C)O)N)O.Cl. Drug 2: COCCOC1=C(C=C2C(=C1)C(=NC=N2)NC3=CC=CC(=C3)C#C)OCCOC.Cl. Cell line: HS 578T. Synergy scores: CSS=19.7, Synergy_ZIP=1.28, Synergy_Bliss=2.49, Synergy_Loewe=-6.05, Synergy_HSA=1.30. (2) Drug 1: CN(C)N=NC1=C(NC=N1)C(=O)N. Drug 2: C1CN1P(=S)(N2CC2)N3CC3. Cell line: SF-268. Synergy scores: CSS=17.1, Synergy_ZIP=3.66, Synergy_Bliss=11.2, Synergy_Loewe=0.352, Synergy_HSA=6.08. (3) Synergy scores: CSS=30.1, Synergy_ZIP=-2.49, Synergy_Bliss=0.933, Synergy_Loewe=-46.1, Synergy_HSA=1.46. Drug 2: CN(C(=O)NC(C=O)C(C(C(CO)O)O)O)N=O. Drug 1: C1=NC2=C(N1)C(=S)N=CN2. Cell line: HS 578T. (4) Drug 1: CCC1(CC2CC(C3=C(CCN(C2)C1)C4=CC=CC=C4N3)(C5=C(C=C6C(=C5)C78CCN9C7C(C=CC9)(C(C(C8N6C)(C(=O)OC)O)OC(=O)C)CC)OC)C(=O)OC)O.OS(=O)(=O)O. Drug 2: CN1C2=C(C=C(C=C2)N(CCCl)CCCl)N=C1CCCC(=O)O.Cl. Cell line: MALME-3M. Synergy scores: CSS=43.9, Synergy_ZIP=1.39, Synergy_Bliss=0.658, Synergy_Loewe=-67.6, Synergy_HSA=-1.28. (5) Cell line: OVCAR-4. Synergy scores: CSS=0.740, Synergy_ZIP=-1.44, Synergy_Bliss=-3.58, Synergy_Loewe=-2.03, Synergy_HSA=-3.58. Drug 2: C(CCl)NC(=O)N(CCCl)N=O. Drug 1: C1CNP(=O)(OC1)N(CCCl)CCCl. (6) Drug 1: C1=C(C(=O)NC(=O)N1)N(CCCl)CCCl. Drug 2: CN(C(=O)NC(C=O)C(C(C(CO)O)O)O)N=O. Cell line: UO-31. Synergy scores: CSS=15.7, Synergy_ZIP=-5.38, Synergy_Bliss=-0.961, Synergy_Loewe=-9.96, Synergy_HSA=-0.380.